Dataset: Peptide-MHC class I binding affinity with 185,985 pairs from IEDB/IMGT. Task: Regression. Given a peptide amino acid sequence and an MHC pseudo amino acid sequence, predict their binding affinity value. This is MHC class I binding data. (1) The peptide sequence is IRFPKKFGW. The MHC is Mamu-B17 with pseudo-sequence Mamu-B17. The binding affinity (normalized) is 0.622. (2) The peptide sequence is PELGAFFAI. The MHC is HLA-A80:01 with pseudo-sequence HLA-A80:01. The binding affinity (normalized) is 0.0847.